From a dataset of NCI-60 drug combinations with 297,098 pairs across 59 cell lines. Regression. Given two drug SMILES strings and cell line genomic features, predict the synergy score measuring deviation from expected non-interaction effect. (1) Drug 1: C1=CC(=CC=C1CC(C(=O)O)N)N(CCCl)CCCl.Cl. Drug 2: CC1C(C(CC(O1)OC2CC(CC3=C2C(=C4C(=C3O)C(=O)C5=C(C4=O)C(=CC=C5)OC)O)(C(=O)CO)O)N)O.Cl. Cell line: HOP-92. Synergy scores: CSS=42.9, Synergy_ZIP=-5.27, Synergy_Bliss=-7.96, Synergy_Loewe=-19.8, Synergy_HSA=-5.59. (2) Drug 1: CC1=CC=C(C=C1)C2=CC(=NN2C3=CC=C(C=C3)S(=O)(=O)N)C(F)(F)F. Drug 2: CCCCCOC(=O)NC1=NC(=O)N(C=C1F)C2C(C(C(O2)C)O)O. Cell line: SF-539. Synergy scores: CSS=2.83, Synergy_ZIP=-1.15, Synergy_Bliss=-1.58, Synergy_Loewe=-1.33, Synergy_HSA=-2.22. (3) Drug 1: COC1=CC(=CC(=C1O)OC)C2C3C(COC3=O)C(C4=CC5=C(C=C24)OCO5)OC6C(C(C7C(O6)COC(O7)C8=CC=CS8)O)O. Drug 2: CC1C(C(CC(O1)OC2CC(CC3=C2C(=C4C(=C3O)C(=O)C5=C(C4=O)C(=CC=C5)OC)O)(C(=O)CO)O)N)O.Cl. Cell line: KM12. Synergy scores: CSS=36.9, Synergy_ZIP=-6.57, Synergy_Bliss=-5.54, Synergy_Loewe=-1.39, Synergy_HSA=-0.447. (4) Drug 1: CCC1(CC2CC(C3=C(CCN(C2)C1)C4=CC=CC=C4N3)(C5=C(C=C6C(=C5)C78CCN9C7C(C=CC9)(C(C(C8N6C=O)(C(=O)OC)O)OC(=O)C)CC)OC)C(=O)OC)O.OS(=O)(=O)O. Drug 2: C1CN(P(=O)(OC1)NCCCl)CCCl. Cell line: SW-620. Synergy scores: CSS=22.3, Synergy_ZIP=-9.89, Synergy_Bliss=-8.40, Synergy_Loewe=-47.4, Synergy_HSA=-8.86. (5) Drug 1: CC1=C2C(C(=O)C3(C(CC4C(C3C(C(C2(C)C)(CC1OC(=O)C(C(C5=CC=CC=C5)NC(=O)OC(C)(C)C)O)O)OC(=O)C6=CC=CC=C6)(CO4)OC(=O)C)O)C)O. Drug 2: CC(C)NC(=O)C1=CC=C(C=C1)CNNC.Cl. Cell line: EKVX. Synergy scores: CSS=1.15, Synergy_ZIP=1.16, Synergy_Bliss=1.48, Synergy_Loewe=0.765, Synergy_HSA=-0.0291.